From a dataset of Full USPTO retrosynthesis dataset with 1.9M reactions from patents (1976-2016). Predict the reactants needed to synthesize the given product. (1) Given the product [CH2:8]([C:4]1[C:12]2[C:7](=[CH:8][C:9]([CH2:13][N:14]3[CH2:15][CH2:16][N:17]([CH3:20])[CH2:18][CH2:19]3)=[CH:10][CH:11]=2)[NH:6][C:5]=1[C:21]1[C:22](=[O:35])[NH:23][N:24]=[C:25]([C:27]2[CH:32]=[CH:31][N:30]=[CH:29][CH:28]=2)[CH:26]=1)[CH:9]([CH3:13])[CH3:10], predict the reactants needed to synthesize it. The reactants are: C([C:4]1[C:12]2[C:7](=[CH:8][C:9]([CH2:13][N:14]3[CH2:19][CH2:18][N:17]([CH3:20])[CH2:16][CH2:15]3)=[CH:10][CH:11]=2)[NH:6][C:5]=1[C:21]1[CH:26]=[C:25]([C:27]2[CH:32]=[CH:31][N:30]=[CH:29][CH:28]=2)[N:24]=[N:23][C:22]=1OC)(C)C.[OH-:35].[Na+]. (2) Given the product [C:1]([CH:3]([CH2:4][OH:5])[CH2:9][C:10]1[CH:15]=[CH:14][C:13]([O:16][CH2:17][CH2:18][C:19]2[CH:24]=[CH:23][C:22]([NH:25][C:26](=[O:30])[CH:27]([CH3:29])[CH3:28])=[CH:21][CH:20]=2)=[CH:12][CH:11]=1)#[N:2], predict the reactants needed to synthesize it. The reactants are: [C:1]([CH:3]([CH2:9][C:10]1[CH:15]=[CH:14][C:13]([O:16][CH2:17][CH2:18][C:19]2[CH:24]=[CH:23][C:22]([NH:25][C:26](=[O:30])[CH:27]([CH3:29])[CH3:28])=[CH:21][CH:20]=2)=[CH:12][CH:11]=1)[C:4](OCC)=[O:5])#[N:2].[BH4-].[Na+]. (3) Given the product [F:1]/[C:2](=[CH:6]\[C:7]1[CH:8]=[N:9][CH:10]=[CH:11][CH:12]=1)/[C:3]([NH:26][C:25]1[CH:24]=[CH:23][C:22]([S:19]([C:13]2[CH:18]=[CH:17][CH:16]=[CH:15][CH:14]=2)(=[O:21])=[O:20])=[CH:28][CH:27]=1)=[O:5], predict the reactants needed to synthesize it. The reactants are: [F:1]/[C:2](=[CH:6]\[C:7]1[CH:8]=[N:9][CH:10]=[CH:11][CH:12]=1)/[C:3]([OH:5])=O.[C:13]1([S:19]([C:22]2[CH:28]=[CH:27][C:25]([NH2:26])=[CH:24][CH:23]=2)(=[O:21])=[O:20])[CH:18]=[CH:17][CH:16]=[CH:15][CH:14]=1.CN(C(ON1N=NC2C=CC=NC1=2)=[N+](C)C)C.F[P-](F)(F)(F)(F)F.CCN(C(C)C)C(C)C. (4) Given the product [CH3:36][S:37]([O:9][CH2:8][C@@H:7]([NH:10][C:11]([O:12][C:13]([CH3:15])([CH3:16])[CH3:14])=[O:17])[C@H:6]([O:18][Si:19]([C:22]([CH3:23])([CH3:25])[CH3:24])([CH3:20])[CH3:21])[C@H:5]([CH2:4][N:1]=[N+:2]=[N-:3])[C:26]([F:27])([F:28])[F:29])(=[O:39])=[O:38], predict the reactants needed to synthesize it. The reactants are: [N:1]([CH2:4][C@H:5]([C:26]([F:29])([F:28])[F:27])[C@@H:6]([O:18][Si:19]([C:22]([CH3:25])([CH3:24])[CH3:23])([CH3:21])[CH3:20])[C@H:7]([NH:10][C:11](=[O:17])[O:12][C:13]([CH3:16])([CH3:15])[CH3:14])[CH2:8][OH:9])=[N+:2]=[N-:3].N1C=CC=CC=1.[CH3:36][S:37](Cl)(=[O:39])=[O:38]. (5) Given the product [NH2:1][C:2]1[C:3]([CH:14]=[CH2:15])=[C:4]([C:10]([O:12][CH3:13])=[O:11])[N:5]=[C:6]([C:21]2[CH:22]=[N:23][C:18]([C:17]([F:28])([F:27])[F:16])=[CH:19][CH:20]=2)[C:7]=1[F:8], predict the reactants needed to synthesize it. The reactants are: [NH2:1][C:2]1[C:7]([F:8])=[C:6](Cl)[N:5]=[C:4]([C:10]([O:12][CH3:13])=[O:11])[C:3]=1[CH:14]=[CH2:15].[F:16][C:17]([F:28])([F:27])[C:18]1[N:23]=[CH:22][C:21](B(O)O)=[CH:20][CH:19]=1.[F-].[K+].C([O-])(O)=O.[Na+]. (6) Given the product [F:34][C:35]1[CH:41]=[CH:40][CH:39]=[C:38]([F:42])[C:36]=1[NH:37][S:15]([NH:13][C:11]1[CH:12]=[C:3]([O:2][CH3:1])[CH:4]=[C:5]2[C:10]=1[N:9]=[CH:8][CH:7]=[CH:6]2)(=[O:18])=[O:16], predict the reactants needed to synthesize it. The reactants are: [CH3:1][O:2][C:3]1[CH:4]=[C:5]2[C:10](=[C:11]([NH2:13])[CH:12]=1)[N:9]=[CH:8][CH:7]=[CH:6]2.Cl[S:15]([OH:18])(=O)=[O:16].P(Cl)(Cl)(Cl)(Cl)Cl.CCN(C(C)C)C(C)C.[F:34][C:35]1[CH:41]=[CH:40][CH:39]=[C:38]([F:42])[C:36]=1[NH2:37].